From a dataset of Forward reaction prediction with 1.9M reactions from USPTO patents (1976-2016). Predict the product of the given reaction. (1) The product is: [F:17][C:2]([F:1])([F:18])[C:3]1[CH:4]=[CH:5][C:6]([C:9]2[CH:16]=[C:13]([CH2:14][NH2:15])[CH:12]=[N:11][CH:10]=2)=[CH:7][CH:8]=1. Given the reactants [F:1][C:2]([F:18])([F:17])[C:3]1[CH:8]=[CH:7][C:6]([C:9]2[CH:10]=[N:11][CH:12]=[C:13]([CH:16]=2)[C:14]#[N:15])=[CH:5][CH:4]=1.[H][H], predict the reaction product. (2) Given the reactants [Cl:1][C:2]1[CH:7]=[CH:6][C:5]([C:8]2[C:13]([C:14](=[O:19])[C:15]([O:17][CH3:18])=[O:16])=[C:12]([CH3:20])[N:11]=[C:10]3[NH:21][C:22]([CH3:25])=[C:23]([CH3:24])[C:9]=23)=[CH:4][CH:3]=1.[B]1OC2C(=CC=CC=2)O1.C(=O)([O-])[O-].[K+].[K+], predict the reaction product. The product is: [Cl:1][C:2]1[CH:7]=[CH:6][C:5]([C:8]2[C:13]([C@H:14]([OH:19])[C:15]([O:17][CH3:18])=[O:16])=[C:12]([CH3:20])[N:11]=[C:10]3[NH:21][C:22]([CH3:25])=[C:23]([CH3:24])[C:9]=23)=[CH:4][CH:3]=1. (3) Given the reactants [F:1][C:2]1[CH:3]=[CH:4][C:5]([O:19][CH3:20])=[C:6]([C:8]([CH3:18])([CH3:17])[CH2:9][C:10]2([C:13]([F:16])([F:15])[F:14])[CH2:12][O:11]2)[CH:7]=1.[CH3:21][C:22]1[N:27]=[C:26]2[N:28]([C:31]3[CH:35]=[CH:34][S:33][CH:32]=3)[N:29]=[CH:30][C:25]2=[C:24]([NH2:36])[N:23]=1, predict the reaction product. The product is: [F:14][C:13]([F:16])([F:15])[C:10]([CH2:12][NH:36][C:24]1[N:23]=[C:22]([CH3:21])[N:27]=[C:26]2[N:28]([C:31]3[CH:35]=[CH:34][S:33][CH:32]=3)[N:29]=[CH:30][C:25]=12)([OH:11])[CH2:9][C:8]([C:6]1[CH:7]=[C:2]([F:1])[CH:3]=[CH:4][C:5]=1[O:19][CH3:20])([CH3:18])[CH3:17].